Dataset: Forward reaction prediction with 1.9M reactions from USPTO patents (1976-2016). Task: Predict the product of the given reaction. Given the reactants [CH3:1][O:2][C:3]1[C:8]2[NH:9][C:10]([C:12]3[S:13][CH:14]=[CH:15][CH:16]=3)=[N:11][C:7]=2[C:6]([C:17]([OH:19])=O)=[CH:5][CH:4]=1.[NH:20]1[CH:24]=[CH:23][N:22]=[C:21]1[CH2:25][CH2:26][CH2:27][NH2:28], predict the reaction product. The product is: [NH:20]1[CH:24]=[CH:23][N:22]=[C:21]1[CH2:25][CH2:26][CH2:27][NH:28][C:17]([C:6]1[C:7]2[N:11]=[C:10]([C:12]3[S:13][CH:14]=[CH:15][CH:16]=3)[NH:9][C:8]=2[C:3]([O:2][CH3:1])=[CH:4][CH:5]=1)=[O:19].